Task: Predict which catalyst facilitates the given reaction.. Dataset: Catalyst prediction with 721,799 reactions and 888 catalyst types from USPTO (1) Reactant: [CH3:1][N:2]1[CH2:15][CH2:14][C:5]2[NH:6][C:7]3[CH:8]=[CH:9][C:10]([CH3:13])=[CH:11][C:12]=3[C:4]=2[CH2:3]1.Br[C:17]1[CH:18]=[CH:19][C:20]([O:23][CH3:24])=[N:21][CH:22]=1.[O-]P([O-])([O-])=O.[K+].[K+].[K+].N1CCC[C@H]1C(O)=O. Product: [CH3:24][O:23][C:20]1[N:21]=[CH:22][C:17]([N:6]2[C:7]3[CH:8]=[CH:9][C:10]([CH3:13])=[CH:11][C:12]=3[C:4]3[CH2:3][N:2]([CH3:1])[CH2:15][CH2:14][C:5]2=3)=[CH:18][CH:19]=1. The catalyst class is: 580. (2) Reactant: [O:1]([C:8]1[CH:13]=[CH:12][C:11]([C:14]2[C:19]([C:20]#[N:21])=[CH:18][CH:17]=[C:16]([CH:22]3[CH2:27][CH2:26][NH:25][CH2:24][CH2:23]3)[N:15]=2)=[CH:10][CH:9]=1)[C:2]1[CH:7]=[CH:6][CH:5]=[CH:4][CH:3]=1.[C:28](Cl)(=[O:31])[CH:29]=[CH2:30]. Product: [C:28]([N:25]1[CH2:26][CH2:27][CH:22]([C:16]2[N:15]=[C:14]([C:11]3[CH:10]=[CH:9][C:8]([O:1][C:2]4[CH:3]=[CH:4][CH:5]=[CH:6][CH:7]=4)=[CH:13][CH:12]=3)[C:19]([C:20]#[N:21])=[CH:18][CH:17]=2)[CH2:23][CH2:24]1)(=[O:31])[CH:29]=[CH2:30]. The catalyst class is: 2.